Dataset: hERG potassium channel inhibition data for cardiac toxicity prediction from Karim et al.. Task: Regression/Classification. Given a drug SMILES string, predict its toxicity properties. Task type varies by dataset: regression for continuous values (e.g., LD50, hERG inhibition percentage) or binary classification for toxic/non-toxic outcomes (e.g., AMES mutagenicity, cardiotoxicity, hepatotoxicity). Dataset: herg_karim. The result is 1 (blocker). The compound is Cc1cc(CN2CCN(c3c(Cl)cnc4[nH]c(N5CCN(C)CC5)nc34)CC2)no1.